This data is from Full USPTO retrosynthesis dataset with 1.9M reactions from patents (1976-2016). The task is: Predict the reactants needed to synthesize the given product. (1) Given the product [C:1]([C:5]1[NH:6][C:7]2[C:12]([CH:13]=1)=[CH:11][C:10]([NH:14][C:26]([C:23]1([C:20]3[CH:19]=[CH:18][C:17]([O:16][CH3:15])=[CH:22][CH:21]=3)[CH2:25][CH2:24]1)=[O:27])=[CH:9][CH:8]=2)([CH3:4])([CH3:2])[CH3:3], predict the reactants needed to synthesize it. The reactants are: [C:1]([C:5]1[NH:6][C:7]2[C:12]([CH:13]=1)=[CH:11][C:10]([NH2:14])=[CH:9][CH:8]=2)([CH3:4])([CH3:3])[CH3:2].[CH3:15][O:16][C:17]1[CH:22]=[CH:21][C:20]([C:23]2([C:26](O)=[O:27])[CH2:25][CH2:24]2)=[CH:19][CH:18]=1.C(N(CC)CC)C.F[P-](F)(F)(F)(F)F.C[N+](C)=C(N(C)C)O. (2) Given the product [Cl:1][C:2]1[CH:3]=[CH:4][C:5]([CH:8]([NH:32][C:33]2[CH:34]=[C:35]([CH3:43])[C:36]3[O:40][N:39]=[C:38]([CH3:41])[C:37]=3[CH:42]=2)[C:9]2[C:10]([C:27]([OH:29])=[O:28])=[N:11][N:12]([C:17]3[C:18]([O:25][CH3:26])=[N:19][C:20]([O:23][CH3:24])=[N:21][CH:22]=3)[C:13]=2[CH:14]([CH3:15])[CH3:16])=[CH:6][CH:7]=1, predict the reactants needed to synthesize it. The reactants are: [Cl:1][C:2]1[CH:7]=[CH:6][C:5]([CH:8]([NH:32][C:33]2[CH:34]=[C:35]([CH3:43])[C:36]3[O:40][N:39]=[C:38]([CH3:41])[C:37]=3[CH:42]=2)[C:9]2[C:10]([C:27]([O:29]CC)=[O:28])=[N:11][N:12]([C:17]3[C:18]([O:25][CH3:26])=[N:19][C:20]([O:23][CH3:24])=[N:21][CH:22]=3)[C:13]=2[CH:14]([CH3:16])[CH3:15])=[CH:4][CH:3]=1.[OH-].[Na+].Cl.